From a dataset of Forward reaction prediction with 1.9M reactions from USPTO patents (1976-2016). Predict the product of the given reaction. (1) Given the reactants [CH:1]1([CH2:6][CH:7]([C:20]2[CH:25]=[CH:24][C:23]([Cl:26])=[C:22]([Cl:27])[CH:21]=2)[C:8]([NH:10][C:11]2[CH:19]=[CH:18][C:14]([C:15]([OH:17])=O)=[CH:13][N:12]=2)=[O:9])[CH2:5][CH2:4][CH2:3][CH2:2]1.[CH:28]([N:31](CC)C(C)C)(C)C.F[P-](F)(F)(F)(F)F.N1(O[P+](N(C)C)(N(C)C)N(C)C)C2C=CC=CC=2N=N1.CN.O1CCCC1, predict the reaction product. The product is: [CH:1]1([CH2:6][CH:7]([C:20]2[CH:25]=[CH:24][C:23]([Cl:26])=[C:22]([Cl:27])[CH:21]=2)[C:8]([NH:10][C:11]2[CH:19]=[CH:18][C:14]([C:15]([NH:31][CH3:28])=[O:17])=[CH:13][N:12]=2)=[O:9])[CH2:2][CH2:3][CH2:4][CH2:5]1. (2) Given the reactants [Br:1][C:2]1[C:3]([CH3:19])=[C:4]([CH:17]=O)[N:5]([S:7]([C:10]2[CH:16]=[CH:15][C:13]([CH3:14])=[CH:12][CH:11]=2)(=[O:9])=[O:8])[CH:6]=1.C([O-])(=O)C.[K+].Cl.CN.[N+:28]([CH3:31])([O-:30])=[O:29].[Li+].[BH4-], predict the reaction product. The product is: [Br:1][C:2]1[C:3]([CH3:19])=[C:4]([CH2:17][CH2:31][N+:28]([O-:30])=[O:29])[N:5]([S:7]([C:10]2[CH:16]=[CH:15][C:13]([CH3:14])=[CH:12][CH:11]=2)(=[O:9])=[O:8])[CH:6]=1. (3) Given the reactants [CH3:1][O:2][C:3](=[O:22])[C:4]1[C:5](=[CH:10][C:11]([O:14][C:15]2[CH:20]=[CH:19][CH:18]=[CH:17][C:16]=2[NH2:21])=[CH:12][CH:13]=1)[C:6]([O:8][CH3:9])=[O:7].[CH3:23][O:24][C:25]([CH2:27][CH2:28][C:29](Cl)=[O:30])=[O:26], predict the reaction product. The product is: [CH3:1][O:2][C:3](=[O:22])[C:4]1[C:5](=[CH:10][C:11]([O:14][C:15]2[CH:20]=[CH:19][CH:18]=[CH:17][C:16]=2[NH:21][C:29](=[O:30])[CH2:28][CH2:27][C:25]([O:24][CH3:23])=[O:26])=[CH:12][CH:13]=1)[C:6]([O:8][CH3:9])=[O:7]. (4) Given the reactants C[O:2][C:3](=[O:15])[C:4]1[CH:9]=[C:8]([O:10][CH2:11][CH3:12])[C:7]([Cl:13])=[C:6]([NH2:14])[CH:5]=1.[CH:16]([S:18]([CH:21]=[CH2:22])(=[O:20])=[O:19])=[CH2:17].O, predict the reaction product. The product is: [Cl:13][C:7]1[C:8]([O:10][CH2:11][CH3:12])=[CH:9][C:4]([C:3]([OH:2])=[O:15])=[CH:5][C:6]=1[N:14]1[CH2:22][CH2:21][S:18](=[O:20])(=[O:19])[CH2:16][CH2:17]1. (5) Given the reactants [CH3:1][O:2][C:3]1[CH:8]=[C:7]([C:9]2[CH:14]=[CH:13][CH:12]=[CH:11][CH:10]=2)[CH:6]=[CH:5][C:4]=1[CH2:15][N:16]1[CH2:21][CH2:20][N:19](C(OC(C)(C)C)=O)[CH2:18][CH2:17]1.FC(F)(F)C(O)=O, predict the reaction product. The product is: [CH3:1][O:2][C:3]1[CH:8]=[C:7]([C:9]2[CH:10]=[CH:11][CH:12]=[CH:13][CH:14]=2)[CH:6]=[CH:5][C:4]=1[CH2:15][N:16]1[CH2:21][CH2:20][NH:19][CH2:18][CH2:17]1.